Dataset: Full USPTO retrosynthesis dataset with 1.9M reactions from patents (1976-2016). Task: Predict the reactants needed to synthesize the given product. (1) Given the product [CH3:13][N:12]1[C:8]([C:6]2[C:5]([F:15])=[CH:4][N:3]=[C:2]([NH:29][C:28]3[CH:30]=[CH:31][C:25]([C:23]([N:20]4[CH2:21][CH2:22][N:17]([CH3:16])[CH2:18][CH2:19]4)=[O:24])=[C:26]([N+:32]([O-:34])=[O:33])[CH:27]=3)[N:7]=2)=[CH:9][N:10]=[C:11]1[CH3:14], predict the reactants needed to synthesize it. The reactants are: Cl[C:2]1[N:7]=[C:6]([C:8]2[N:12]([CH3:13])[C:11]([CH3:14])=[N:10][CH:9]=2)[C:5]([F:15])=[CH:4][N:3]=1.[CH3:16][N:17]1[CH2:22][CH2:21][N:20]([C:23]([C:25]2[CH:31]=[CH:30][C:28]([NH2:29])=[CH:27][C:26]=2[N+:32]([O-:34])=[O:33])=[O:24])[CH2:19][CH2:18]1. (2) Given the product [CH3:22][C:21]1[CH:20]=[N:19][CH:18]=[C:17]([CH3:23])[C:16]=1[C:12]1[C:11]([CH3:24])=[CH:10][C:9]([CH:4]([C:3]#[N:7])[C:5]#[N:6])=[CH:14][C:13]=1[CH3:15], predict the reactants needed to synthesize it. The reactants are: [H-].[Na+].[C:3](#[N:7])[CH2:4][C:5]#[N:6].I[C:9]1[CH:14]=[C:13]([CH3:15])[C:12]([C:16]2[C:21]([CH3:22])=[CH:20][N:19]=[CH:18][C:17]=2[CH3:23])=[C:11]([CH3:24])[CH:10]=1.Cl.